Dataset: Reaction yield outcomes from USPTO patents with 853,638 reactions. Task: Predict the reaction yield, written as a fraction of the theoretical maximum amount of product (1.0 means a 100% yield; for example, 0.34 means a 34% yield). The reactants are [F:1][C:2]1[CH:7]=[CH:6][C:5]([C:8]2[C:13]([CH2:14]O)=[C:12]([CH:16]([CH3:18])[CH3:17])[N:11]=[C:10]([N:19]([CH3:24])[S:20]([CH3:23])(=[O:22])=[O:21])[N:9]=2)=[CH:4][CH:3]=1.[BrH:25]. The catalyst is C(OCC)(=O)C.CCCCCC. The product is [Br:25][CH2:14][C:13]1[C:8]([C:5]2[CH:6]=[CH:7][C:2]([F:1])=[CH:3][CH:4]=2)=[N:9][C:10]([N:19]([CH3:24])[S:20]([CH3:23])(=[O:22])=[O:21])=[N:11][C:12]=1[CH:16]([CH3:18])[CH3:17]. The yield is 0.940.